This data is from Catalyst prediction with 721,799 reactions and 888 catalyst types from USPTO. The task is: Predict which catalyst facilitates the given reaction. (1) Reactant: CON(C)[C:4]([C:6]1[CH:11]=[CH:10][C:9]([CH3:12])=[CH:8][CH:7]=1)=[O:5].[CH3:14][C:15]1[CH:23]=[CH:22][C:18]([CH2:19][Mg]Cl)=[CH:17][CH:16]=1.Cl. Product: [C:9]1([CH3:12])[CH:10]=[CH:11][C:6]([C:4](=[O:5])[CH2:14][C:15]2[CH:23]=[CH:22][C:18]([CH3:19])=[CH:17][CH:16]=2)=[CH:7][CH:8]=1. The catalyst class is: 30. (2) Reactant: [C:1]([N:8]1[CH2:13][CH2:12][CH:11](OS(C)(=O)=O)[CH2:10][CH2:9]1)([O:3][C:4]([CH3:7])([CH3:6])[CH3:5])=[O:2].[Br:19][C:20]1[CH:25]=[CH:24][C:23]([SH:26])=[CH:22][CH:21]=1.C(=O)([O-])[O-].[K+].[K+]. Product: [C:1]([N:8]1[CH2:9][CH2:10][CH:11]([S:26][C:23]2[CH:24]=[CH:25][C:20]([Br:19])=[CH:21][CH:22]=2)[CH2:12][CH2:13]1)([O:3][C:4]([CH3:5])([CH3:6])[CH3:7])=[O:2]. The catalyst class is: 23. (3) Reactant: [F:1][C:2]1[CH:3]=[C:4]([N:9]2[CH2:13][C@H:12]([CH2:14][N:15]=[N+:16]=[N-:17])[O:11][C:10]2=[O:18])[CH:5]=[CH:6][C:7]=1[I:8].[Cl:19][C:20](S(Cl)(=O)=O)=[CH2:21]. Product: [F:1][C:2]1[CH:3]=[C:4]([N:9]2[CH2:13][C@H:12]([CH2:14][N:15]3[CH:21]=[C:20]([Cl:19])[N:17]=[N:16]3)[O:11][C:10]2=[O:18])[CH:5]=[CH:6][C:7]=1[I:8]. The catalyst class is: 22.